Predict which catalyst facilitates the given reaction. From a dataset of Catalyst prediction with 721,799 reactions and 888 catalyst types from USPTO. (1) Reactant: C([O:8][P:9](=[O:53])([O:45]CC1C=CC=CC=1)[O:10][CH2:11][CH2:12][O:13][C:14]1[CH:19]=[C:18]([NH:20][C:21]2[C:30]3[C:25](=[CH:26][C:27]([C:31]4[C:36]([C:37]([F:40])([F:39])[F:38])=[CH:35][CH:34]=[CH:33][N:32]=4)=[CH:28][CH:29]=3)[N:24]=[CH:23][N:22]=2)[CH:17]=[CH:16][C:15]=1[C:41]([CH3:44])([CH3:43])[CH3:42])C1C=CC=CC=1.[H][H]. Product: [C:41]([C:15]1[CH:16]=[CH:17][C:18]([NH:20][C:21]2[C:30]3[C:25](=[CH:26][C:27]([C:31]4[C:36]([C:37]([F:40])([F:39])[F:38])=[CH:35][CH:34]=[CH:33][N:32]=4)=[CH:28][CH:29]=3)[N:24]=[CH:23][N:22]=2)=[CH:19][C:14]=1[O:13][CH2:12][CH2:11][O:10][P:9](=[O:8])([OH:53])[OH:45])([CH3:44])([CH3:42])[CH3:43]. The catalyst class is: 19. (2) Reactant: [CH3:1][O:2][C:3]1[CH:4]=[C:5]([S:12][CH3:13])[CH:6]=[CH:7][C:8]=1[N+:9]([O-:11])=[O:10].[OH2:14].C[OH:16].OOS([O-])=O.[K+]. Product: [CH3:1][O:2][C:3]1[CH:4]=[C:5]([S:12]([CH3:13])(=[O:16])=[O:14])[CH:6]=[CH:7][C:8]=1[N+:9]([O-:11])=[O:10]. The catalyst class is: 692.